Dataset: Catalyst prediction with 721,799 reactions and 888 catalyst types from USPTO. Task: Predict which catalyst facilitates the given reaction. (1) Reactant: [S:1]1[C:3]2([CH2:8][CH2:7][N:6]([C:9]([O:11][C:12]([CH3:15])([CH3:14])[CH3:13])=[O:10])[CH2:5][CH2:4]2)[CH2:2]1.ClC1C=CC2N=NN(OC(=[N+](C)C)N(C)C)C=2C=1. Product: [CH3:2][C:3]1([SH:1])[CH2:4][CH2:5][N:6]([C:9]([O:11][C:12]([CH3:15])([CH3:14])[CH3:13])=[O:10])[CH2:7][CH2:8]1. The catalyst class is: 1. (2) Reactant: [I:1][C:2]1[CH:11]=[CH:10][C:5]([C:6](OC)=[O:7])=[C:4]([O:12][CH3:13])[CH:3]=1.CC(C[AlH]CC(C)C)C.[NH4+].[Cl-]. Product: [I:1][C:2]1[CH:11]=[CH:10][C:5]([CH2:6][OH:7])=[C:4]([O:12][CH3:13])[CH:3]=1. The catalyst class is: 1.